From a dataset of Catalyst prediction with 721,799 reactions and 888 catalyst types from USPTO. Predict which catalyst facilitates the given reaction. Reactant: [OH:1][C:2]1[CH:3]=[C:4]2[C:9](=[CH:10][C:11]=1[CH3:12])[O:8][C:7]1([CH2:21][C:20]([CH3:23])([CH3:22])[C:19]3[C:14](=[CH:15][C:16]([CH3:25])=[C:17]([OH:24])[CH:18]=3)[O:13]1)[CH2:6][C:5]2([CH3:27])[CH3:26].C([O-])([O-])=O.[K+].[K+].[CH2:34]([O:36]C(=O)CBr)[CH3:35].[H-].[Al+3].[Li+].[H-].[H-].[H-]. Product: [OH:1][C:2]1[CH:3]=[C:4]2[C:9](=[CH:10][C:11]=1[CH3:12])[O:8][C:7]1([CH2:21][C:20]([CH3:22])([CH3:23])[C:19]3[C:14](=[CH:15][C:16]([CH3:25])=[C:17]([O:24][CH2:35][CH2:34][OH:36])[CH:18]=3)[O:13]1)[CH2:6][C:5]2([CH3:27])[CH3:26]. The catalyst class is: 827.